This data is from Reaction yield outcomes from USPTO patents with 853,638 reactions. The task is: Predict the reaction yield, written as a fraction of the theoretical maximum amount of product (1.0 means a 100% yield; for example, 0.34 means a 34% yield). (1) The reactants are [Si:1]([O:8][C:9]1[CH:10]=[C:11]2[C:16](=[CH:17][CH:18]=1)[CH:15]=[C:14]([C:19]#[C:20][CH2:21][CH2:22][NH:23]C(=O)OCC1C=CC=CC=1)[CH:13]=[CH:12]2)([C:4]([CH3:7])([CH3:6])[CH3:5])([CH3:3])[CH3:2]. The catalyst is CO.[Pd]. The product is [CH2:12]([CH:22]([NH2:23])[CH2:21][CH2:20][CH2:19][C:14]1[CH:13]=[CH:12][C:11]2[C:16](=[CH:17][CH:18]=[C:9]([O:8][Si:1]([C:4]([CH3:5])([CH3:7])[CH3:6])([CH3:3])[CH3:2])[CH:10]=2)[CH:15]=1)[C:11]1[CH:16]=[CH:17][CH:18]=[CH:9][CH:10]=1. The yield is 0.560. (2) The reactants are [F:1][C:2]1[CH:3]=[C:4]2[C:9](=[CH:10][CH:11]=1)[O:8][CH:7]([C@H:12]1[CH2:16][O:15]C(C)(C)[O:13]1)[CH2:6][CH2:5]2.O. The catalyst is C(O)(=O)C. The product is [F:1][C:2]1[CH:3]=[C:4]2[C:9](=[CH:10][CH:11]=1)[O:8][CH:7]([C@H:12]([OH:13])[CH2:16][OH:15])[CH2:6][CH2:5]2. The yield is 0.890. (3) The reactants are I[CH2:2][CH:3]([CH2:14][CH2:15][CH2:16][CH2:17][CH2:18][CH2:19][CH2:20][CH3:21])[CH2:4][CH2:5][CH2:6][CH2:7][CH2:8][CH2:9][CH2:10][CH2:11][CH2:12][CH3:13].C1(=O)[NH:26]C(=O)C2=CC=CC=C12.[K].CCCCC.O.NN. The catalyst is CN(C=O)C.C(O)C. The product is [CH2:14]([CH:3]([CH2:4][CH2:5][CH2:6][CH2:7][CH2:8][CH2:9][CH2:10][CH2:11][CH2:12][CH3:13])[CH2:2][NH2:26])[CH2:15][CH2:16][CH2:17][CH2:18][CH2:19][CH2:20][CH3:21]. The yield is 0.720. (4) The product is [C:11]([C:3]1[C:2]([NH:1][C:22]([C:19]2[S:20][CH:21]=[C:17]([CH:14]([CH3:16])[CH3:15])[N:18]=2)=[O:23])=[C:7]([F:8])[C:6]([O:9][CH3:10])=[CH:5][CH:4]=1)(=[O:13])[CH3:12]. The reactants are [NH2:1][C:2]1[C:7]([F:8])=[C:6]([O:9][CH3:10])[CH:5]=[CH:4][C:3]=1[C:11](=[O:13])[CH3:12].[CH:14]([C:17]1[N:18]=[C:19]([C:22](Cl)=[O:23])[S:20][CH:21]=1)([CH3:16])[CH3:15].C(C1C=CC(OC)=CC=1NC(C1SC=C(C(C)C)N=1)=O)(=O)C. No catalyst specified. The yield is 0.840. (5) The reactants are [F:1][C:2]1[CH:7]=[CH:6][CH:5]=[C:4]([O:8][C:9]2[CH:14]=[CH:13][C:12]([N+:15]([O-])=O)=[CH:11][CH:10]=2)[C:3]=1[F:18].O.NN. The catalyst is CO.[Ni]. The product is [F:18][C:3]1[C:2]([F:1])=[CH:7][CH:6]=[CH:5][C:4]=1[O:8][C:9]1[CH:10]=[CH:11][C:12]([NH2:15])=[CH:13][CH:14]=1. The yield is 0.870. (6) The reactants are [Br:1][C:2]1[CH:7]=[CH:6][CH:5]=[CH:4][C:3]=1[CH2:8][S:9]([O-:12])(=O)=[O:10].[Na+].P(Cl)(Cl)(Cl)(Cl)[Cl:15]. The catalyst is C1(C)C=CC=CC=1. The product is [Br:1][C:2]1[CH:7]=[CH:6][CH:5]=[CH:4][C:3]=1[CH2:8][S:9]([Cl:15])(=[O:12])=[O:10]. The yield is 0.770. (7) The reactants are [CH3:1][O:2][C:3]1[CH:8]=[C:7]([O:9][CH3:10])[CH:6]=[CH:5][C:4]=1Br.C([Li])CCC.[I-].[CH3:18][N+:19]1[CH:24]=[CH:23][C:22]([CH3:25])=[CH:21][CH:20]=1. The catalyst is C(OCC)C.O. The product is [CH3:1][O:2][C:3]1[CH:8]=[C:7]([O:9][CH3:10])[CH:6]=[CH:5][C:4]=1[CH:24]1[CH:23]=[C:22]([CH3:25])[CH:21]=[CH:20][N:19]1[CH3:18]. The yield is 0.930.